Dataset: Forward reaction prediction with 1.9M reactions from USPTO patents (1976-2016). Task: Predict the product of the given reaction. (1) Given the reactants C([O:5][C:6](=[O:57])[CH:7]([NH:36][C:37](=[O:56])[NH:38][CH:39]([CH2:47][CH2:48][C:49]([O:51]C(C)(C)C)=[O:50])[C:40]([O:42]C(C)(C)C)=[O:41])[CH2:8][CH2:9][CH2:10][CH2:11][NH:12][C:13](=[O:35])[CH2:14][N:15]1[C:19]([CH2:20][NH:21][C:22]2[CH:27]=[CH:26][C:25]([N+:28]([O-:30])=[O:29])=[CH:24][C:23]=2[N+:31]([O-:33])=[O:32])=[C:18]([I:34])[N:17]=[N:16]1)(C)(C)C.C(Cl)Cl, predict the reaction product. The product is: [C:6]([C@H:7]([NH:36][C:37](=[O:56])[NH:38][C@H:39]([CH2:47][CH2:48][C:49]([OH:51])=[O:50])[C:40]([OH:42])=[O:41])[CH2:8][CH2:9][CH2:10][CH2:11][NH:12][C:13](=[O:35])[CH2:14][N:15]1[C:19]([CH2:20][NH:21][C:22]2[CH:27]=[CH:26][C:25]([N+:28]([O-:30])=[O:29])=[CH:24][C:23]=2[N+:31]([O-:33])=[O:32])=[C:18]([I:34])[N:17]=[N:16]1)([OH:57])=[O:5]. (2) Given the reactants [CH3:1][C:2]1[O:3][C:4]([CH3:9])=[C:5]([CH3:8])[C:6]=1[CH3:7].CC(=[O:13])C, predict the reaction product. The product is: [CH3:7][CH:6]([CH:5]([CH3:8])[C:4](=[O:3])[CH3:9])[C:2](=[O:13])[CH3:1]. (3) Given the reactants [CH3:1][O:2][C:3]1[CH:37]=[C:36]([O:38][CH3:39])[CH:35]=[CH:34][C:4]=1[CH2:5][N:6]([C:29]1[S:33]N=[CH:31][N:30]=1)[S:7]([C:10]1[CH:19]=[CH:18][C:17]2[C:12](=[CH:13][CH:14]=[CH:15][C:16]=2[B:20]2[O:24][C:23]([CH3:26])([CH3:25])[C:22]([CH3:28])([CH3:27])[O:21]2)[CH:11]=1)(=[O:9])=[O:8].[CH3:40]OC1C=C(OC)C=CC=1CNC1SC=CN=1.COC1C=C(OC)C=CC=1CNC1SN=CN=1, predict the reaction product. The product is: [CH3:1][O:2][C:3]1[CH:37]=[C:36]([O:38][CH3:39])[CH:35]=[CH:34][C:4]=1[CH2:5][N:6]([C:29]1[S:33][CH:40]=[CH:31][N:30]=1)[S:7]([C:10]1[CH:19]=[CH:18][C:17]2[C:12](=[CH:13][CH:14]=[CH:15][C:16]=2[B:20]2[O:21][C:22]([CH3:27])([CH3:28])[C:23]([CH3:26])([CH3:25])[O:24]2)[CH:11]=1)(=[O:8])=[O:9]. (4) Given the reactants [CH3:1][N:2]1[C:6]2[C:7]([Br:12])=[C:8]([NH2:11])[CH:9]=[CH:10][C:5]=2[N:4]=[CH:3]1.[NH3:13], predict the reaction product. The product is: [CH3:1][N:2]1[C:6]2[C:7]([Br:12])=[C:8]([NH:11][C:1]3[NH:13][CH2:5][CH2:6][N:2]=3)[CH:9]=[CH:10][C:5]=2[N:4]=[CH:3]1. (5) Given the reactants [C:1]([NH:5][C:6]([C:8]1[O:12][C:11]([CH2:13][N:14]2[CH2:19][CH2:18][N:17](C(OC(C)(C)C)=O)[CH2:16][CH2:15]2)=[CH:10][CH:9]=1)=[O:7])([CH3:4])([CH3:3])[CH3:2].FC(F)(F)C(O)=O, predict the reaction product. The product is: [C:1]([NH:5][C:6]([C:8]1[O:12][C:11]([CH2:13][N:14]2[CH2:19][CH2:18][NH:17][CH2:16][CH2:15]2)=[CH:10][CH:9]=1)=[O:7])([CH3:4])([CH3:2])[CH3:3]. (6) Given the reactants [CH3:1][C:2]1[C:3]([CH3:21])=[CH:4][C:5]2[N:14]([CH2:15][CH:16]=O)[C:13]3[C:8]([C:9](=[O:19])[NH:10][C:11](=[O:18])[N:12]=3)=[N:7][C:6]=2[CH:20]=1.[NH:22]1[CH2:26][CH2:25][CH2:24][C@H:23]1[C:27]([OH:29])=[O:28].C(O)(=O)C.C([BH3-])#N.[Na+], predict the reaction product. The product is: [CH3:1][C:2]1[C:3]([CH3:21])=[CH:4][C:5]2[N:14]([CH2:15][CH2:16][N:22]3[CH2:26][CH2:25][CH2:24][C@H:23]3[C:27]([OH:29])=[O:28])[C:13]3[C:8]([C:9](=[O:19])[NH:10][C:11](=[O:18])[N:12]=3)=[N:7][C:6]=2[CH:20]=1. (7) Given the reactants [CH2:1]([O:8][C:9]1[CH:10]=[C:11]([CH:43]=[CH:44][CH:45]=1)[CH2:12][C@H:13]1[C:17](=[CH2:18])[CH2:16][C@@H:15]([O:19][Si:20]([C:23]([CH3:26])([CH3:25])[CH3:24])([CH3:22])[CH3:21])[C@@H:14]1[CH2:27][CH2:28][C@@H:29]([O:35][Si:36]([C:39]([CH3:42])([CH3:41])[CH3:40])([CH3:38])[CH3:37])[CH2:30][CH2:31][CH2:32][CH2:33][CH3:34])[C:2]1[CH:7]=[CH:6][CH:5]=[CH:4][CH:3]=1.C12BC(CCC1)CCC2.[OH:55]O.[OH-].[K+], predict the reaction product. The product is: [CH2:1]([O:8][C:9]1[CH:10]=[C:11]([CH:43]=[CH:44][CH:45]=1)[CH2:12][C@@H:13]1[C@@H:14]([CH2:27][CH2:28][C@@H:29]([O:35][Si:36]([C:39]([CH3:42])([CH3:41])[CH3:40])([CH3:37])[CH3:38])[CH2:30][CH2:31][CH2:32][CH2:33][CH3:34])[C@H:15]([O:19][Si:20]([C:23]([CH3:25])([CH3:26])[CH3:24])([CH3:21])[CH3:22])[CH2:16][C@@H:17]1[CH2:18][OH:55])[C:2]1[CH:3]=[CH:4][CH:5]=[CH:6][CH:7]=1.